Predict which catalyst facilitates the given reaction. From a dataset of Catalyst prediction with 721,799 reactions and 888 catalyst types from USPTO. (1) Reactant: Br[CH2:2][CH2:3][CH2:4][O:5][C:6]1[CH:7]=[C:8]([N:12]2[C:16]3[CH:17]=[CH:18][C:19]([F:21])=[CH:20][C:15]=3[C:14](=[N:22][C:23]3[CH:28]=[CH:27][CH:26]=[C:25]([C:29]([F:32])([F:31])[F:30])[CH:24]=3)[C:13]2=[O:33])[CH:9]=[CH:10][CH:11]=1.C([O-])([O-])=O.[K+].[K+].[CH2:40]([NH:42][CH2:43][CH2:44][CH3:45])[CH3:41].CCOC(C)=O. Product: [CH2:40]([N:42]([CH2:43][CH2:44][CH3:45])[CH2:2][CH2:3][CH2:4][O:5][C:6]1[CH:7]=[C:8]([N:12]2[C:16]3[CH:17]=[CH:18][C:19]([F:21])=[CH:20][C:15]=3[C:14](=[N:22][C:23]3[CH:28]=[CH:27][CH:26]=[C:25]([C:29]([F:32])([F:31])[F:30])[CH:24]=3)[C:13]2=[O:33])[CH:9]=[CH:10][CH:11]=1)[CH3:41]. The catalyst class is: 3. (2) Reactant: [N:1]([C@@H:4]1[C@H:8]([O:9][Si](C(C)(C)C)(C)C)[C@@H:7]([CH2:17][S:18][CH3:19])[O:6][C@H:5]1[N:20]1[CH:28]=[N:27][C:26]2[C:21]1=[N:22][CH:23]=[N:24][C:25]=2[NH2:29])=[N+:2]=[N-:3].N. Product: [NH2:29][C:25]1[N:24]=[CH:23][N:22]=[C:21]2[C:26]=1[N:27]=[CH:28][N:20]2[C@@H:5]1[O:6][C@H:7]([CH2:17][S:18][CH3:19])[C@@H:8]([OH:9])[C@H:4]1[N:1]=[N+:2]=[N-:3]. The catalyst class is: 5. (3) Reactant: [NH2:1][C:2]1[C:7]([C:8]([C:10]2[S:11][CH:12]=[CH:13][CH:14]=2)=O)=[CH:6][CH:5]=[CH:4][N:3]=1.C([NH:22][CH:23]([C:27]1[S:28][CH:29]=[CH:30][CH:31]=1)[C:24](O)=[O:25])(OC(C)(C)C)=O.C1CCC(N=C=NC2CCCCC2)CC1. Product: [S:28]1[CH:29]=[CH:30][CH:31]=[C:27]1[CH:23]1[C:24](=[O:25])[NH:1][C:2]2[N:3]=[CH:4][CH:5]=[CH:6][C:7]=2[C:8]([C:10]2[S:11][CH:12]=[CH:13][CH:14]=2)=[N:22]1. The catalyst class is: 4. (4) Reactant: [C:1]([C:3]1[CH:4]=[CH:5][C:6]2[N:10]=[C:9]([O:11][CH2:12][CH2:13][F:14])[N:8]([C:15]3[CH:20]=[CH:19][N:18]=[C:17]([NH2:21])[N:16]=3)[C:7]=2[CH:22]=1)#[CH:2].C([N-]C(C)C)(C)C.[Li+].[N:31]1[CH:36]=[CH:35][CH:34]=[N:33][C:32]=1[C:37](=[O:39])[CH3:38]. Product: [NH2:21][C:17]1[N:16]=[C:15]([N:8]2[C:7]3[CH:22]=[C:3]([C:1]#[C:2][C:37]([C:32]4[N:33]=[CH:34][CH:35]=[CH:36][N:31]=4)([OH:39])[CH3:38])[CH:4]=[CH:5][C:6]=3[N:10]=[C:9]2[O:11][CH2:12][CH2:13][F:14])[CH:20]=[CH:19][N:18]=1. The catalyst class is: 7. (5) Reactant: [CH2:1]([O:3][CH:4]([C:11]1[CH:16]=[CH:15][C:14]([OH:17])=[CH:13][CH:12]=1)[CH2:5][C:6]([O:8][CH2:9][CH3:10])=[O:7])[CH3:2].[Cl:18][C:19]1[CH:24]=[CH:23][C:22]([CH2:25][CH2:26]O)=[CH:21][CH:20]=1.C1(P(C2C=CC=CC=2)C2C=CC=CC=2)C=CC=CC=1.C1(C)C=CC=CC=1.N(C(OCC)=O)=NC(OCC)=O. Product: [Cl:18][C:19]1[CH:24]=[CH:23][C:22]([CH2:25][CH2:26][O:17][C:14]2[CH:13]=[CH:12][C:11]([CH:4]([O:3][CH2:1][CH3:2])[CH2:5][C:6]([O:8][CH2:9][CH3:10])=[O:7])=[CH:16][CH:15]=2)=[CH:21][CH:20]=1. The catalyst class is: 7. (6) Reactant: [C:1]([C:3]1[CH:47]=[CH:46][C:6]2[N:7](COCC[Si](C)(C)C)[C:8]([C:10]([C:18]3[C:26]([O:27][CH3:28])=[CH:25][C:24]([CH3:29])=[C:23]4[C:19]=3[CH:20]=[CH:21][N:22]4COCC[Si](C)(C)C)([CH3:17])[CH2:11][CH2:12][C:13]([O:15][CH3:16])=[O:14])=[N:9][C:5]=2[CH:4]=1)#[N:2].C(C1C=CC2N=C(C(C3C(OC)=CC(C)=C4C=3C=CN4COCC[Si](C)(C)C)(C)CCC(OC)=O)N(COCC[Si](C)(C)C)C=2C=1)#N.Cl. Product: [C:1]([C:3]1[CH:47]=[CH:46][C:6]2[NH:7][C:8]([C:10]([C:18]3[C:26]([O:27][CH3:28])=[CH:25][C:24]([CH3:29])=[C:23]4[C:19]=3[CH:20]=[CH:21][NH:22]4)([CH3:17])[CH2:11][CH2:12][C:13]([O:15][CH3:16])=[O:14])=[N:9][C:5]=2[CH:4]=1)#[N:2]. The catalyst class is: 5. (7) Reactant: [C:1]([O:5][C:6]([N:8]1[C@@H:12]([CH3:13])[C@H:11]([F:14])[CH2:10][C@H:9]1[C:15]([OH:17])=O)=[O:7])([CH3:4])([CH3:3])[CH3:2].CN(C(ON1N=NC2C=CC=NC1=2)=[N+](C)C)C.F[P-](F)(F)(F)(F)F.CCN(C(C)C)C(C)C.[Br:51][C:52]1[N:57]=[C:56]([CH2:58][NH2:59])[CH:55]=[C:54]([C:60]2[CH:61]=[N:62][C:63]([C:66]([F:69])([F:68])[F:67])=[N:64][CH:65]=2)[C:53]=1[F:70]. Product: [Br:51][C:52]1[N:57]=[C:56]([CH2:58][NH:59][C:15]([C@H:9]2[N:8]([C:6]([O:5][C:1]([CH3:2])([CH3:3])[CH3:4])=[O:7])[C@@H:12]([CH3:13])[C@H:11]([F:14])[CH2:10]2)=[O:17])[CH:55]=[C:54]([C:60]2[CH:65]=[N:64][C:63]([C:66]([F:67])([F:69])[F:68])=[N:62][CH:61]=2)[C:53]=1[F:70]. The catalyst class is: 434. (8) Reactant: [CH3:1][N:2]1[CH2:7][CH2:6][C:5]([C:10]2[CH:15]=[CH:14][N:13]=[CH:12][CH:11]=2)([C:8]#[N:9])[CH2:4][CH2:3]1.[H-].[Al+3].[Li+].[H-].[H-].[H-]. Product: [CH3:1][N:2]1[CH2:7][CH2:6][C:5]([CH2:8][NH2:9])([C:10]2[CH:11]=[CH:12][N:13]=[CH:14][CH:15]=2)[CH2:4][CH2:3]1. The catalyst class is: 7.